Dataset: Reaction yield outcomes from USPTO patents with 853,638 reactions. Task: Predict the reaction yield, written as a fraction of the theoretical maximum amount of product (1.0 means a 100% yield; for example, 0.34 means a 34% yield). (1) The catalyst is C1C=CC([PH+]([C]2[CH][CH][CH][CH]2)C2C=CC=CC=2)=CC=1.C1C=CC([PH+]([C]2[CH][CH][CH][CH]2)C2C=CC=CC=2)=CC=1.C(Cl)Cl.Cl[Pd]Cl.[Fe].C(OCC)(=O)C.C(#N)C. The product is [C:49]([O:48][C:46]([NH:45][C:39]1[CH:38]=[CH:37][C:36]([C:15]2[CH:16]=[C:17]3[C:9]([C:4]4[CH:5]=[CH:6][CH:7]=[CH:8][C:3]=4[O:2][CH3:1])=[N:10][N:11]([CH2:27][O:28][CH2:29][CH2:30][Si:31]([CH3:32])([CH3:34])[CH3:33])[C:12]3=[N:13][CH:14]=2)=[CH:44][C:40]=1[C:41]([OH:43])=[O:42])=[O:47])([CH3:52])([CH3:50])[CH3:51]. The yield is 0.350. The reactants are [CH3:1][O:2][C:3]1[CH:8]=[CH:7][CH:6]=[CH:5][C:4]=1[C:9]1[C:17]2[C:12](=[N:13][CH:14]=[C:15](B3OC(C)(C)C(C)(C)O3)[CH:16]=2)[N:11]([CH2:27][O:28][CH2:29][CH2:30][Si:31]([CH3:34])([CH3:33])[CH3:32])[N:10]=1.Br[C:36]1[CH:37]=[CH:38][C:39]([NH:45][C:46]([O:48][C:49]([CH3:52])([CH3:51])[CH3:50])=[O:47])=[C:40]([CH:44]=1)[C:41]([OH:43])=[O:42].C(=O)(O)[O-].[Na+].C(O)(=O)CC(CC(O)=O)(C(O)=O)O. (2) The reactants are [CH2:1]([O:3][C:4](=[O:24])[CH2:5][CH:6]1[O:10][B:9]([OH:11])[C:8]2[CH:12]=[C:13]([O:17][C:18]3[S:22][N:21]=[C:20](Cl)[N:19]=3)[CH:14]=[C:15]([CH3:16])[C:7]1=2)[CH3:2]. The catalyst is CO.[Pd]. The product is [CH2:1]([O:3][C:4](=[O:24])[CH2:5][CH:6]1[O:10][B:9]([OH:11])[C:8]2[CH:12]=[C:13]([O:17][C:18]3[S:22][N:21]=[CH:20][N:19]=3)[CH:14]=[C:15]([CH3:16])[C:7]1=2)[CH3:2]. The yield is 0.350. (3) The reactants are [CH3:1][C:2]1([C:23]([O:25][CH3:26])=[O:24])[C:7](OS(C(F)(F)F)(=O)=O)=[CH:6][CH2:5][N:4]([C:16]([O:18][C:19]([CH3:22])([CH3:21])[CH3:20])=[O:17])[CH2:3]1.[F:27][C:28]1[CH:33]=[CH:32][C:31](B(O)O)=[CH:30][CH:29]=1.[Cl-].[Li+].C(=O)([O-])[O-].[Na+].[Na+]. The catalyst is [Pd].C1(P(C2C=CC=CC=2)C2C=CC=CC=2)C=CC=CC=1.C1(P(C2C=CC=CC=2)C2C=CC=CC=2)C=CC=CC=1.C1(P(C2C=CC=CC=2)C2C=CC=CC=2)C=CC=CC=1.C1(P(C2C=CC=CC=2)C2C=CC=CC=2)C=CC=CC=1.C(OCC)(=O)C.O.C(COC)OC. The product is [F:27][C:28]1[CH:33]=[CH:32][C:31]([C:7]2[C:2]([CH3:1])([C:23]([O:25][CH3:26])=[O:24])[CH2:3][N:4]([C:16]([O:18][C:19]([CH3:20])([CH3:21])[CH3:22])=[O:17])[CH2:5][CH:6]=2)=[CH:30][CH:29]=1. The yield is 0.800. (4) The reactants are [OH-].[Na+].Cl[CH2:4][C@H:5]([OH:15])[CH2:6][C:7]1[CH:12]=[CH:11][C:10]([Cl:13])=[C:9]([Cl:14])[CH:8]=1.S(O)(O[CH2:20][CH2:21][NH2:22])(=O)=O.C1(C)C=CC=CC=1. The catalyst is O.CO. The product is [Cl:14][C:9]1[CH:8]=[C:7]([CH:12]=[CH:11][C:10]=1[Cl:13])[CH2:6][C@H:5]1[O:15][CH2:20][CH2:21][NH:22][CH2:4]1. The yield is 0.320. (5) The reactants are [CH2:1]([N:3]([CH2:38][CH3:39])[CH2:4][CH2:5][CH2:6][NH:7][C:8]1[N:9]=[C:10]([C:27]2[CH:28]=[C:29]([CH:33]=[C:34]([F:37])[C:35]=2[CH3:36])[C:30]([OH:32])=O)[C:11]2[CH:17]=[CH:16][C:15](=[O:18])[N:14]([C:19]3[C:24]([F:25])=[CH:23][CH:22]=[CH:21][C:20]=3[F:26])[C:12]=2[N:13]=1)[CH3:2].CN(C(ON1N=NC2C=CC=CC1=2)=[N+](C)C)C.F[P-](F)(F)(F)(F)F.C(N(CC)CC)C.[F:71][C:72]1[CH:78]=[CH:77][C:75]([NH2:76])=[CH:74][CH:73]=1. The catalyst is CN(C=O)C. The product is [CH2:38]([N:3]([CH2:1][CH3:2])[CH2:4][CH2:5][CH2:6][NH:7][C:8]1[N:9]=[C:10]([C:27]2[CH:28]=[C:29]([CH:33]=[C:34]([F:37])[C:35]=2[CH3:36])[C:30]([NH:76][C:75]2[CH:77]=[CH:78][C:72]([F:71])=[CH:73][CH:74]=2)=[O:32])[C:11]2[CH:17]=[CH:16][C:15](=[O:18])[N:14]([C:19]3[C:24]([F:25])=[CH:23][CH:22]=[CH:21][C:20]=3[F:26])[C:12]=2[N:13]=1)[CH3:39]. The yield is 0.580.